This data is from Peptide-MHC class I binding affinity with 185,985 pairs from IEDB/IMGT. The task is: Regression. Given a peptide amino acid sequence and an MHC pseudo amino acid sequence, predict their binding affinity value. This is MHC class I binding data. (1) The binding affinity (normalized) is 0.792. The MHC is H-2-Kd with pseudo-sequence H-2-Kd. The peptide sequence is SYWLGRTEL. (2) The peptide sequence is NSVETIVLM. The MHC is Mamu-A02 with pseudo-sequence Mamu-A02. The binding affinity (normalized) is 0. (3) The peptide sequence is SPRTLNAWV. The MHC is HLA-A68:01 with pseudo-sequence HLA-A68:01. The binding affinity (normalized) is 0. (4) The peptide sequence is GVFELSDEK. The MHC is HLA-B08:01 with pseudo-sequence HLA-B08:01. The binding affinity (normalized) is 0.0847. (5) The peptide sequence is RQLLWRYQI. The MHC is HLA-C07:02 with pseudo-sequence HLA-C07:02. The binding affinity (normalized) is 0.288. (6) The peptide sequence is VTFKTAHAK. The MHC is HLA-A68:01 with pseudo-sequence HLA-A68:01. The binding affinity (normalized) is 0.650. (7) The peptide sequence is YAAQGYKVL. The MHC is Patr-B1301 with pseudo-sequence Patr-B1301. The binding affinity (normalized) is 0.510. (8) The peptide sequence is NHINVELIL. The MHC is HLA-B38:01 with pseudo-sequence HLA-B38:01. The binding affinity (normalized) is 0.549. (9) The peptide sequence is NQLLIAIL. The MHC is Mamu-A07 with pseudo-sequence Mamu-A07. The binding affinity (normalized) is 0.281. (10) The peptide sequence is GGHGGSTFK. The MHC is HLA-B18:01 with pseudo-sequence HLA-B18:01. The binding affinity (normalized) is 0.0847.